Dataset: Full USPTO retrosynthesis dataset with 1.9M reactions from patents (1976-2016). Task: Predict the reactants needed to synthesize the given product. Given the product [CH3:56][C:54](=[CH2:55])[CH2:53][O:52][C:51](=[O:50])[N:34]=[C:33]([C:32]1[CH:31]=[CH:30][C:29]([NH:28][C@H:15]([C:4]2[CH:5]=[C:6]([O:13][CH3:14])[CH:7]=[C:8]([O:9][CH2:10][CH2:11][OH:12])[C:3]=2[F:2])[C:16]2[NH:20][C:19](=[O:21])[N:18]([C:22]3[N:23]=[CH:24][CH:25]=[CH:26][N:27]=3)[N:17]=2)=[CH:37][CH:36]=1)[NH2:35], predict the reactants needed to synthesize it. The reactants are: Cl.[F:2][C:3]1[C:8]([O:9][CH2:10][CH2:11][OH:12])=[CH:7][C:6]([O:13][CH3:14])=[CH:5][C:4]=1[C@@H:15]([NH:28][C:29]1[CH:37]=[CH:36][C:32]([C:33]([NH2:35])=[NH:34])=[CH:31][CH:30]=1)[C:16]1[NH:20][C:19](=[O:21])[N:18]([C:22]2[N:27]=[CH:26][CH:25]=[CH:24][N:23]=2)[N:17]=1.C(=O)([O-])[O-].[K+].[K+].C1([O:50][C:51](=O)[O:52][CH2:53][C:54]([CH3:56])=[CH2:55])C=CC=CC=1.C(O)(=O)C.